This data is from Full USPTO retrosynthesis dataset with 1.9M reactions from patents (1976-2016). The task is: Predict the reactants needed to synthesize the given product. Given the product [CH3:25][N:3]([CH3:2])[CH2:4][CH2:5][CH2:6][C:7]1([C:18]2[CH:19]=[CH:20][C:21]([F:24])=[CH:22][CH:23]=2)[C:11]2[CH:12]=[CH:13][C:14]([C:16](=[NH:26])[NH2:17])=[CH:15][C:10]=2[CH2:9][O:8]1, predict the reactants needed to synthesize it. The reactants are: Br.[CH3:2][N:3]([CH3:25])[CH2:4][CH2:5][CH2:6][C:7]1([C:18]2[CH:23]=[CH:22][C:21]([F:24])=[CH:20][CH:19]=2)[C:11]2[CH:12]=[CH:13][C:14]([C:16]#[N:17])=[CH:15][C:10]=2[CH2:9][O:8]1.[NH3:26].